Dataset: NCI-60 drug combinations with 297,098 pairs across 59 cell lines. Task: Regression. Given two drug SMILES strings and cell line genomic features, predict the synergy score measuring deviation from expected non-interaction effect. (1) Drug 1: COC1=NC(=NC2=C1N=CN2C3C(C(C(O3)CO)O)O)N. Drug 2: C1C(C(OC1N2C=NC3=C2NC=NCC3O)CO)O. Cell line: UO-31. Synergy scores: CSS=-4.86, Synergy_ZIP=3.44, Synergy_Bliss=1.36, Synergy_Loewe=-5.30, Synergy_HSA=-4.92. (2) Drug 2: C1C(C(OC1N2C=NC3=C2NC=NCC3O)CO)O. Cell line: OVCAR-5. Drug 1: CC1=CC2C(CCC3(C2CCC3(C(=O)C)OC(=O)C)C)C4(C1=CC(=O)CC4)C. Synergy scores: CSS=-4.10, Synergy_ZIP=0.177, Synergy_Bliss=-2.16, Synergy_Loewe=-5.78, Synergy_HSA=-5.65.